This data is from Forward reaction prediction with 1.9M reactions from USPTO patents (1976-2016). The task is: Predict the product of the given reaction. Given the reactants [CH3:1][N:2]([CH2:4][CH2:5][CH2:6][OH:7])[CH3:3].[Li]CCCC.[Cl:13][C:14]1[CH:19]=[C:18]([Cl:20])[CH:17]=[C:16]([Cl:21])[C:15]=1[N:22]1[C:26]2=[N:27][C:28]([CH2:32][C:33]3[CH:38]=[CH:37][C:36]([N:39]=[C:40]=[O:41])=[CH:35][CH:34]=3)=[N:29][C:30](=[O:31])[C:25]2=[C:24]([CH:42]([CH3:44])[CH3:43])[NH:23]1.C([O-])(O)=O.[Na+], predict the reaction product. The product is: [Cl:13][C:14]1[CH:19]=[C:18]([Cl:20])[CH:17]=[C:16]([Cl:21])[C:15]=1[N:22]1[C:26]2=[N:27][C:28]([CH2:32][C:33]3[CH:38]=[CH:37][C:36]([NH:39][C:40]([O:7][CH2:6][CH2:5][CH2:4][N:2]([CH3:3])[CH3:1])=[O:41])=[CH:35][CH:34]=3)=[N:29][C:30](=[O:31])[C:25]2=[C:24]([CH:42]([CH3:44])[CH3:43])[NH:23]1.